Task: Regression/Classification. Given a drug SMILES string, predict its absorption, distribution, metabolism, or excretion properties. Task type varies by dataset: regression for continuous measurements (e.g., permeability, clearance, half-life) or binary classification for categorical outcomes (e.g., BBB penetration, CYP inhibition). Dataset: cyp3a4_veith.. Dataset: CYP3A4 inhibition data for predicting drug metabolism from PubChem BioAssay (1) The compound is O[C@@H](c1cc(-c2ccc(Cl)cc2)nc2ccccc12)[C@@H]1CCCCN1. The result is 0 (non-inhibitor). (2) The drug is BrC(c1cccc2ccccc12)c1cccc2ccccc12. The result is 0 (non-inhibitor). (3) The molecule is CN1C(=O)c2ccccc2C(C(=O)O)C1c1cn(C)c2ccccc12. The result is 0 (non-inhibitor). (4) The molecule is COc1cc(NCCC(=O)O)c2ncccc2c1. The result is 0 (non-inhibitor). (5) The drug is O=S(=O)(c1ccccc1)N1CCC2(CCCN(c3ccncc3)C2)CC1. The result is 1 (inhibitor). (6) The molecule is CCNc1ncc2nc(-c3ccc(Cl)cc3)c(=O)n(-c3ccccc3)c2n1. The result is 0 (non-inhibitor).